This data is from Forward reaction prediction with 1.9M reactions from USPTO patents (1976-2016). The task is: Predict the product of the given reaction. (1) Given the reactants [CH3:1][O:2][C:3](=[O:15])[CH2:4][C:5]1[C:13]2[C:8](=[CH:9][CH:10]=[C:11]([OH:14])[CH:12]=2)[NH:7][CH:6]=1.C(=O)([O-])[O-].[Cs+].[Cs+].[C:22]([O:25][CH2:26][CH2:27]Br)(=[O:24])[CH3:23], predict the reaction product. The product is: [CH3:1][O:2][C:3](=[O:15])[CH2:4][C:5]1[C:13]2[C:8](=[CH:9][CH:10]=[C:11]([O:14][CH2:27][CH2:26][O:25][C:22](=[O:24])[CH3:23])[CH:12]=2)[NH:7][CH:6]=1. (2) Given the reactants C([N:4]1[C:12]2[C:7](=[CH:8][C:9]([N+:13]([O-:15])=[O:14])=[CH:10][CH:11]=2)[C:6](=[C:16](Cl)[C:17]2[CH:18]=[C:19]([CH3:23])[CH:20]=[CH:21][CH:22]=2)[C:5]1=[O:25])(=O)C.[CH3:26][N:27]([CH2:29][C:30]1[CH:36]=[CH:35][C:33]([NH2:34])=[CH:32][CH:31]=1)[CH3:28].[OH-].[Na+], predict the reaction product. The product is: [CH3:28][N:27]([CH2:29][C:30]1[CH:31]=[CH:32][C:33]([NH:34]/[C:16](=[C:6]2\[C:5](=[O:25])[NH:4][C:12]3[C:7]\2=[CH:8][C:9]([N+:13]([O-:15])=[O:14])=[CH:10][CH:11]=3)/[C:17]2[CH:18]=[C:19]([CH3:23])[CH:20]=[CH:21][CH:22]=2)=[CH:35][CH:36]=1)[CH3:26]. (3) Given the reactants C(OC(=O)[NH:7][CH:8]1[CH2:13][CH2:12][N:11]([CH2:14][CH2:15][N:16]2[C:21]3[CH:22]=[C:23]([O:26][CH3:27])[CH:24]=[CH:25][C:20]=3[S:19][CH2:18][C:17]2=[O:28])[CH2:10][CH2:9]1)(C)(C)C.NC1CCN(CCN2C3C(=CC=C(C#N)C=3)C=CC2=O)CC1, predict the reaction product. The product is: [NH2:7][CH:8]1[CH2:9][CH2:10][N:11]([CH2:14][CH2:15][N:16]2[C:21]3[CH:22]=[C:23]([O:26][CH3:27])[CH:24]=[CH:25][C:20]=3[S:19][CH2:18][C:17]2=[O:28])[CH2:12][CH2:13]1.